Dataset: Reaction yield outcomes from USPTO patents with 853,638 reactions. Task: Predict the reaction yield, written as a fraction of the theoretical maximum amount of product (1.0 means a 100% yield; for example, 0.34 means a 34% yield). (1) The reactants are [CH3:1][O:2][C:3]1[C:12]([NH:13][C:14](=[O:18])OCC)=[N:11][C:10]2[C:5](=[CH:6][CH:7]=[C:8]([CH3:19])[CH:9]=2)[N:4]=1.[CH3:20][C:21]1[CH:22]=[C:23]([N:28]2[CH2:33][CH2:32][NH:31][CH2:30][CH2:29]2)[CH:24]=[C:25]([CH3:27])[CH:26]=1. No catalyst specified. The product is [CH3:1][O:2][C:3]1[C:12]([NH:13][C:14]([N:31]2[CH2:32][CH2:33][N:28]([C:23]3[CH:24]=[C:25]([CH3:27])[CH:26]=[C:21]([CH3:20])[CH:22]=3)[CH2:29][CH2:30]2)=[O:18])=[N:11][C:10]2[C:5](=[CH:6][CH:7]=[C:8]([CH3:19])[CH:9]=2)[N:4]=1. The yield is 0.870. (2) The reactants are C1(C)C=CC(S([Cl:10])(=O)=O)=CC=1.[CH3:12][C:13]1(C)[CH:22]=[CH:21][C:20]2[C:15](=[CH:16][CH:17]=[C:18]([CH3:23])[CH:19]=2)[NH+:14]1[O-]. The catalyst is ClC(Cl)C. The product is [Cl:10][CH2:12][C:13]1[CH:22]=[CH:21][C:20]2[C:15](=[CH:16][CH:17]=[C:18]([CH3:23])[CH:19]=2)[N:14]=1. The yield is 0.600. (3) The reactants are [NH2:1][C:2]1[CH:11]=[C:10]2[C:5]([CH2:6][CH2:7][N:8]([C:13]3[CH:14]=[N:15][CH:16]=[CH:17][C:18]=3[CH3:19])[C:9]2=[O:12])=[CH:4][CH:3]=1.[CH:20]1([C:23](Cl)=[O:24])[CH2:22][CH2:21]1. The catalyst is C1COCC1. The product is [CH3:19][C:18]1[CH:17]=[CH:16][N:15]=[CH:14][C:13]=1[N:8]1[CH2:7][CH2:6][C:5]2[C:10](=[CH:11][C:2]([NH:1][C:23]([CH:20]3[CH2:22][CH2:21]3)=[O:24])=[CH:3][CH:4]=2)[C:9]1=[O:12]. The yield is 0.140. (4) The reactants are [CH3:1][C:2]1[CH:11]=[CH:10][C:9]2[C:4](=[CH:5][CH:6]=[CH:7][C:8]=2[N:12]2[CH2:17][CH2:16][N:15]([CH2:18][CH2:19][C:20]3[CH:21]=[C:22]([CH:24]=[CH:25][CH:26]=3)[NH2:23])[CH2:14][CH2:13]2)[N:3]=1.[C:27](Cl)(=[O:29])[CH3:28]. No catalyst specified. The product is [CH3:1][C:2]1[CH:11]=[CH:10][C:9]2[C:4](=[CH:5][CH:6]=[CH:7][C:8]=2[N:12]2[CH2:13][CH2:14][N:15]([CH2:18][CH2:19][C:20]3[CH:21]=[C:22]([NH:23][C:27](=[O:29])[CH3:28])[CH:24]=[CH:25][CH:26]=3)[CH2:16][CH2:17]2)[N:3]=1. The yield is 0.520. (5) The reactants are [Mg].II.CO[C:6]1[CH:7]=[C:8](Br)[CH:9]=[C:10](OC)[C:11]=1OC.CO[C:19]1[CH:29]=[CH:28][C:22]2[C:23](C=O)=CO[C:21]=2[CH:20]=1.[NH4+].[Cl-].C1C[O:35]CC1. No catalyst specified. The product is [CH:23]([OH:35])([C:11]1[CH:6]=[CH:7][CH:8]=[CH:9][CH:10]=1)[C:22]1[CH:28]=[CH:29][CH:19]=[CH:20][CH:21]=1. The yield is 0.500. (6) The reactants are [CH3:1][CH2:2][CH:3]([OH:6])[CH2:4][CH3:5].N1([C:12](N2C=CN=C2)=[O:13])C=CN=C1.CCN(C(C)C)C(C)C.Cl.[Cl:29][C:30]1[C:35]([O:36][CH3:37])=[C:34]([O:38][CH:39]2[CH2:44][CH2:43][NH:42][CH2:41][CH2:40]2)[N:33]=[CH:32][N:31]=1. The catalyst is C1COCC1. The product is [CH2:2]([CH:3]([O:6][C:12]([N:42]1[CH2:43][CH2:44][CH:39]([O:38][C:34]2[C:35]([O:36][CH3:37])=[C:30]([Cl:29])[N:31]=[CH:32][N:33]=2)[CH2:40][CH2:41]1)=[O:13])[CH2:4][CH3:5])[CH3:1]. The yield is 0.390.